The task is: Predict the product of the given reaction.. This data is from Forward reaction prediction with 1.9M reactions from USPTO patents (1976-2016). (1) Given the reactants [NH2:1][C:2]1[N:3]=[C:4]([Cl:11])[C:5]2[CH:10]=[CH:9][NH:8][C:6]=2[N:7]=1.CCN(CC)CC.[Si:19](OS(C(F)(F)F)(=O)=O)([C:22]([CH3:25])([CH3:24])[CH3:23])([CH3:21])[CH3:20], predict the reaction product. The product is: [Si:19]([NH:1][C:2]1[N:3]=[C:4]([Cl:11])[C:5]2[CH:10]=[CH:9][NH:8][C:6]=2[N:7]=1)([C:22]([CH3:25])([CH3:24])[CH3:23])([CH3:21])[CH3:20]. (2) Given the reactants [CH:1]1([C:4]2[CH:5]=[N:6][C:7]([N:14]([C:21]3[CH:22]=[C:23]4[C:27](=[CH:28][CH:29]=3)[NH:26][CH:25]=[CH:24]4)[C:15](=[O:20])[C:16]([F:19])([F:18])[F:17])=[C:8]([CH:13]=2)[C:9]([O:11][CH3:12])=[O:10])[CH2:3][CH2:2]1.[H-].[Na+].[F:32][C:33]1[CH:40]=[CH:39][C:36]([CH2:37]Br)=[CH:35][CH:34]=1.C(OCC)(=O)C, predict the reaction product. The product is: [CH:1]1([C:4]2[CH:5]=[N:6][C:7]([N:14]([C:21]3[CH:22]=[C:23]4[C:27](=[CH:28][CH:29]=3)[N:26]([CH2:37][C:36]3[CH:39]=[CH:40][C:33]([F:32])=[CH:34][CH:35]=3)[CH:25]=[CH:24]4)[C:15](=[O:20])[C:16]([F:17])([F:19])[F:18])=[C:8]([CH:13]=2)[C:9]([O:11][CH3:12])=[O:10])[CH2:3][CH2:2]1. (3) Given the reactants C([Sn](CCCC)(CCCC)[C:6]1[N:10]2[CH:11]=[CH:12][C:13]([C:15]([F:18])([F:17])[F:16])=[N:14][C:9]2=[N:8][CH:7]=1)CCC.Br[C:28]1[CH:29]=[CH:30][C:31]([C:34]2[CH:39]=[CH:38][CH:37]=[CH:36][CH:35]=2)=[N:32][CH:33]=1, predict the reaction product. The product is: [C:34]1([C:31]2[CH:30]=[CH:29][C:28]([C:6]3[N:10]4[CH:11]=[CH:12][C:13]([C:15]([F:16])([F:17])[F:18])=[N:14][C:9]4=[N:8][CH:7]=3)=[CH:33][N:32]=2)[CH:35]=[CH:36][CH:37]=[CH:38][CH:39]=1. (4) Given the reactants [CH3:1][C:2]1[C:10]2[N:9]=[CH:8][NH:7][C:6]=2[CH:5]=[CH:4][C:3]=1[C:11]#[N:12].C1COCC1.[O:18]1[CH:23]=[CH:22][CH2:21][CH2:20][CH2:19]1.CC1C=CC(S(O)(=O)=O)=CC=1.O, predict the reaction product. The product is: [CH3:1][C:2]1[C:10]2[N:9]=[CH:8][N:7]([CH:19]3[CH2:20][CH2:21][CH2:22][CH2:23][O:18]3)[C:6]=2[CH:5]=[CH:4][C:3]=1[C:11]#[N:12]. (5) Given the reactants [Cl:1][C:2]1[C:3]([F:28])=[C:4]([CH:8]2[C:12]([C:15]3[CH:20]=[CH:19][C:18]([Cl:21])=[CH:17][C:16]=3[F:22])([C:13]#[N:14])[CH:11]([CH2:23][C:24]([CH3:27])([CH3:26])[CH3:25])[CH2:10][NH:9]2)[CH:5]=[CH:6][CH:7]=1.[CH3:29][N:30]1[CH:35]=[CH:34][C:33]([NH:36][C:37](N2C=CN=C2)=[O:38])=[CH:32][C:31]1=[O:44], predict the reaction product. The product is: [CH3:29][N:30]1[CH:35]=[CH:34][C:33]([NH:36][C:37]([N:9]2[CH2:10][CH:11]([CH2:23][C:24]([CH3:25])([CH3:27])[CH3:26])[C:12]([C:15]3[CH:20]=[CH:19][C:18]([Cl:21])=[CH:17][C:16]=3[F:22])([C:13]#[N:14])[CH:8]2[C:4]2[CH:5]=[CH:6][CH:7]=[C:2]([Cl:1])[C:3]=2[F:28])=[O:38])=[CH:32][C:31]1=[O:44]. (6) The product is: [OH2:8].[OH:151][C:149]([C:148]([F:153])([F:152])[F:147])=[O:150].[C:149]([OH:151])([C:148]([F:153])([F:152])[F:147])=[O:150]. Given the reactants N[C@H](C(N[C@H](C(N[C@H](C(N[C@H](C(N[C@H](C(N[C@H](C(N[C@H](C(N[C@H](C(O)=O)CCC(=O)OC(C)(C)C)=O)[C@@H](C)OC(C)(C)C)=O)[C@H](CC)C)=O)C(C)C)=O)CCC(=O)OC(C)(C)C)=O)CC(=O)NC(C1C=CC=CC=1)(C1C=CC=CC=1)C1C=CC=CC=1)=O)CC(C)C)=[O:8])CC(C)C.SCCS([O-])(=O)=O.[Na+].C1CN([P+](ON2N=NC3C=CC=CC2=3)(N2CCCC2)N2CCCC2)CC1.F[P-](F)(F)(F)(F)F.CCN(C(C)C)C(C)C.[F:147][C:148]([F:153])([F:152])[C:149]([OH:151])=[O:150], predict the reaction product. (7) Given the reactants [C:1]([C:5]1[CH:10]=[CH:9][C:8]([C:11]([CH3:18])([CH3:17])[C:12](=O)[C:13]([OH:15])=[O:14])=[CH:7][CH:6]=1)([CH3:4])([CH3:3])[CH3:2].[CH3:19][NH2:20], predict the reaction product. The product is: [C:1]([C:5]1[CH:10]=[CH:9][C:8]([C:11]([CH3:18])([CH3:17])[C@@H:12]([C:13]([OH:15])=[O:14])[NH:20][CH3:19])=[CH:7][CH:6]=1)([CH3:4])([CH3:3])[CH3:2]. (8) Given the reactants C[O:2][C:3](=[O:21])[C:4]1[CH:9]=[CH:8][CH:7]=[C:6]([O:10][C:11]2[CH:12]=[CH:13][C:14]3[CH2:18][O:17][B:16]([OH:19])[C:15]=3[CH:20]=2)[CH:5]=1.O.[Li+].[OH-], predict the reaction product. The product is: [OH:19][B:16]1[C:15]2[CH:20]=[C:11]([O:10][C:6]3[CH:5]=[C:4]([CH:9]=[CH:8][CH:7]=3)[C:3]([OH:21])=[O:2])[CH:12]=[CH:13][C:14]=2[CH2:18][O:17]1. (9) Given the reactants Cl.[CH3:2][O:3][C:4](=[O:10])[C@@H:5]([NH2:9])[C@H:6]([OH:8])[CH3:7].C(N(CC)CC)C.[CH2:18]([O:25][C:26]1[CH:34]=[C:33]([N+:35]([O-:37])=[O:36])[CH:32]=[CH:31][C:27]=1[C:28](O)=[O:29])[C:19]1[CH:24]=[CH:23][CH:22]=[CH:21][CH:20]=1.C1CCC(N=C=NC2CCCCC2)CC1.C1C=CC2N(O)N=NC=2C=1, predict the reaction product. The product is: [CH2:18]([O:25][C:26]1[CH:34]=[C:33]([N+:35]([O-:37])=[O:36])[CH:32]=[CH:31][C:27]=1[C:28]([NH:9][C@@H:5]([C@H:6]([OH:8])[CH3:7])[C:4]([O:3][CH3:2])=[O:10])=[O:29])[C:19]1[CH:24]=[CH:23][CH:22]=[CH:21][CH:20]=1.